Dataset: Peptide-MHC class I binding affinity with 185,985 pairs from IEDB/IMGT. Task: Regression. Given a peptide amino acid sequence and an MHC pseudo amino acid sequence, predict their binding affinity value. This is MHC class I binding data. (1) The peptide sequence is NTAIFDMLY. The MHC is HLA-A25:01 with pseudo-sequence HLA-A25:01. The binding affinity (normalized) is 0.338. (2) The peptide sequence is MMHASTSPF. The MHC is HLA-B15:17 with pseudo-sequence HLA-B15:17. The binding affinity (normalized) is 0.820. (3) The peptide sequence is LLILTILAM. The MHC is HLA-A01:01 with pseudo-sequence HLA-A01:01. The binding affinity (normalized) is 0.159. (4) The peptide sequence is FLTGTFVTA. The MHC is HLA-A02:01 with pseudo-sequence HLA-A02:01. The binding affinity (normalized) is 0.752. (5) The peptide sequence is ALYRRIQRR. The MHC is HLA-A68:01 with pseudo-sequence HLA-A68:01. The binding affinity (normalized) is 0.290. (6) The peptide sequence is KRQEILDLWVY. The binding affinity (normalized) is 0.140. The MHC is HLA-B44:02 with pseudo-sequence HLA-B44:02. (7) The peptide sequence is AEFKYIAAV. The MHC is Patr-A0401 with pseudo-sequence Patr-A0401. The binding affinity (normalized) is 0.